This data is from Full USPTO retrosynthesis dataset with 1.9M reactions from patents (1976-2016). The task is: Predict the reactants needed to synthesize the given product. (1) Given the product [CH2:14]([O:21][C:22]1[CH:23]=[C:24]([CH:25]=[CH:5][C:3]#[N:4])[CH:27]=[CH:28][C:29]=1[N+:30]([O-:32])=[O:31])[C:15]1[CH:20]=[CH:19][CH:18]=[CH:17][CH:16]=1, predict the reactants needed to synthesize it. The reactants are: [H-].[Na+].[C:3]([CH2:5]P(=O)(OCC)OCC)#[N:4].[CH2:14]([O:21][C:22]1[CH:23]=[C:24]([CH:27]=[CH:28][C:29]=1[N+:30]([O-:32])=[O:31])[CH:25]=O)[C:15]1[CH:20]=[CH:19][CH:18]=[CH:17][CH:16]=1. (2) The reactants are: C(C1(NC(=O)[C@H](CCC)N[C@@H](C2C=CC(C3C=CC(S(C)(=O)=O)=CC=3)=CC=2)C(F)(F)[F:12])CC1)#N.[F:35][C:36]1[CH:41]=[C:40](F)[CH:39]=[CH:38][C:37]=1B(O)O.Br[C:47]1[CH:52]=[CH:51][C:50]([C@H:53]([NH:58][C@H:59]([C:63]([NH:65][C:66]2([C:69]#[N:70])[CH2:68][CH2:67]2)=[O:64])[CH2:60][CH2:61][CH3:62])[C:54]([F:57])([F:56])[F:55])=[CH:49][CH:48]=1. Given the product [C:69]([C:66]1([NH:65][C:63](=[O:64])[C@@H:59]([NH:58][C@@H:53]([C:50]2[CH:51]=[CH:52][C:47]([C:39]3[CH:40]=[CH:41][C:36]([F:35])=[CH:37][CH:38]=3)=[C:48]([F:12])[CH:49]=2)[C:54]([F:57])([F:56])[F:55])[CH2:60][CH2:61][CH3:62])[CH2:68][CH2:67]1)#[N:70], predict the reactants needed to synthesize it. (3) Given the product [C:1]([NH:4][C:5]1[N:6]=[CH:7][C:8]([NH:11][C:18](=[O:19])[C:17]2[CH:21]=[CH:22][CH:23]=[C:15]([N+:12]([O-:14])=[O:13])[CH:16]=2)=[CH:9][CH:10]=1)(=[O:3])[CH3:2], predict the reactants needed to synthesize it. The reactants are: [C:1]([NH:4][C:5]1[CH:10]=[CH:9][C:8]([NH2:11])=[CH:7][N:6]=1)(=[O:3])[CH3:2].[N+:12]([C:15]1[CH:16]=[C:17]([CH:21]=[CH:22][CH:23]=1)[C:18](O)=[O:19])([O-:14])=[O:13].CCN(C(C)C)C(C)C.CN(C(ON1N=NC2C=CC=NC1=2)=[N+](C)C)C.F[P-](F)(F)(F)(F)F. (4) Given the product [CH:20]1([C:19]2[C:14]([NH:13][C@@H:5]3[CH2:6][C:48]4[C:47](=[CH:52][CH:51]=[CH:50][CH:49]=4)[C@H:4]3[NH2:1])=[N:15][C:16]([CH:31]3[CH2:33][CH2:32]3)=[C:17]([C:23]3[CH:28]=[CH:27][C:26]([Cl:29])=[CH:25][C:24]=3[Cl:30])[N:18]=2)[CH2:22][CH2:21]1, predict the reactants needed to synthesize it. The reactants are: [N:1]([C@@H:4]1CC2[C:6](=CC=CC=2)[C@H:5]1[NH:13][C:14]1[C:19]([CH:20]2[CH2:22][CH2:21]2)=[N:18][C:17]([C:23]2[CH:28]=[CH:27][C:26]([Cl:29])=[CH:25][C:24]=2[Cl:30])=[C:16]([CH:31]2[CH2:33][CH2:32]2)[N:15]=1)=[N+]=[N-].[CH:47]1[CH:52]=[CH:51][C:50](P([C:47]2[CH:52]=[CH:51][CH:50]=[CH:49][CH:48]=2)[C:47]2[CH:52]=[CH:51][CH:50]=[CH:49][CH:48]=2)=[CH:49][CH:48]=1.O. (5) Given the product [N+:8]([C:6]1[CH:5]=[C:4]([NH:11][C:12](=[O:14])[CH3:13])[CH:3]=[C:2]([B:17]2[O:21][C:20]([CH3:23])([CH3:22])[C:19]([CH3:25])([CH3:24])[O:18]2)[CH:7]=1)([O-:10])=[O:9], predict the reactants needed to synthesize it. The reactants are: Br[C:2]1[CH:3]=[C:4]([NH:11][C:12](=[O:14])[CH3:13])[CH:5]=[C:6]([N+:8]([O-:10])=[O:9])[CH:7]=1.N#N.[B:17]1([B:17]2[O:21][C:20]([CH3:23])([CH3:22])[C:19]([CH3:25])([CH3:24])[O:18]2)[O:21][C:20]([CH3:23])([CH3:22])[C:19]([CH3:25])([CH3:24])[O:18]1.C([O-])(=O)C.[K+]. (6) Given the product [O:1]=[C:2]1[C:11]2[C:6](=[CH:7][CH:8]=[CH:9][CH:10]=2)[CH:5]=[CH:4][N:3]1[C:13]1[CH:14]=[C:15]([CH:22]=[CH:23][C:24]=1[CH3:25])[C:16]([NH:18][CH:19]1[CH2:21][CH2:20]1)=[O:17], predict the reactants needed to synthesize it. The reactants are: [O:1]=[C:2]1[C:11]2[C:6](=[CH:7][CH:8]=[CH:9][CH:10]=2)[CH2:5][C:4](=O)[N:3]1[C:13]1[CH:14]=[C:15]([CH:22]=[CH:23][C:24]=1[CH3:25])[C:16]([NH:18][CH:19]1[CH2:21][CH2:20]1)=[O:17].[BH4-].[Na+].Cl.